This data is from Forward reaction prediction with 1.9M reactions from USPTO patents (1976-2016). The task is: Predict the product of the given reaction. (1) Given the reactants [NH2:1][C@@H:2]1[CH2:11][C@@H:10]2[C@:5]([CH3:14])([CH2:6][CH2:7][CH2:8][C:9]2([CH3:13])[CH3:12])[C@@H:4]([C:15]([C:17]2[CH:18]=[C:19]([OH:24])[CH:20]=[C:21]([OH:23])[CH:22]=2)=[O:16])[C@@H:3]1[CH3:25].F[P-](F)(F)(F)(F)F.N1(OC(N(C)C)=[N+](C)C)C2C=CC=CC=2N=N1.[C:50](O)(=[O:57])[C:51]1[CH:56]=[CH:55][CH:54]=[N:53][CH:52]=1.C(N(CC)C(C)C)(C)C, predict the reaction product. The product is: [OH:24][C:19]1[CH:18]=[C:17]([C:15]([C@@H:4]2[C@:5]3([CH3:14])[C@H:10]([C:9]([CH3:13])([CH3:12])[CH2:8][CH2:7][CH2:6]3)[CH2:11][C@@H:2]([NH:1][C:50]([C:51]3[CH:52]=[N:53][CH:54]=[CH:55][CH:56]=3)=[O:57])[C@H:3]2[CH3:25])=[O:16])[CH:22]=[C:21]([OH:23])[CH:20]=1. (2) Given the reactants [CH2:1]([C:4]1[CH:9]=[C:8]([C:10]([CH3:13])([CH3:12])[CH3:11])[CH:7]=[C:6]([C:14]([CH3:17])([CH3:16])[CH3:15])[CH:5]=1)[CH:2]=[CH2:3].C1C=C(Cl)C=C(C(OO)=[O:26])C=1, predict the reaction product. The product is: [C:10]([C:8]1[CH:9]=[C:4]([CH:5]=[C:6]([C:14]([CH3:17])([CH3:16])[CH3:15])[CH:7]=1)[CH2:1][CH:2]1[CH2:3][O:26]1)([CH3:13])([CH3:12])[CH3:11]. (3) Given the reactants [Cl:1][C:2]1[CH:3]=[C:4]2[C:9](=[CH:10][CH:11]=1)[NH:8][CH:7]([C:12]1[CH:13]=[C:14]([NH2:18])[CH:15]=[CH:16][CH:17]=1)[CH2:6][C:5]2([CH3:20])[CH3:19].[CH2:21]([S:23](Cl)(=[O:25])=[O:24])[CH3:22], predict the reaction product. The product is: [Cl:1][C:2]1[CH:3]=[C:4]2[C:9](=[CH:10][CH:11]=1)[NH:8][CH:7]([C:12]1[CH:13]=[C:14]([NH:18][S:23]([CH2:21][CH3:22])(=[O:25])=[O:24])[CH:15]=[CH:16][CH:17]=1)[CH2:6][C:5]2([CH3:20])[CH3:19]. (4) Given the reactants [F:1][C:2]1[CH:9]=[C:8]([CH2:10][CH:11]=O)[CH:7]=[CH:6][C:3]=1[C:4]#[N:5].[N+:13]([C:16]1[CH:21]=[CH:20][C:19]([CH2:22][CH2:23][N:24]2[CH2:29][CH2:28][NH:27][CH2:26][CH2:25]2)=[CH:18][CH:17]=1)([O-:15])=[O:14].[BH-](OC(C)=O)(OC(C)=O)OC(C)=O.[Na+], predict the reaction product. The product is: [F:1][C:2]1[CH:9]=[C:8]([CH2:10][CH2:11][N:27]2[CH2:28][CH2:29][N:24]([CH2:23][CH2:22][C:19]3[CH:18]=[CH:17][C:16]([N+:13]([O-:15])=[O:14])=[CH:21][CH:20]=3)[CH2:25][CH2:26]2)[CH:7]=[CH:6][C:3]=1[C:4]#[N:5]. (5) The product is: [Cl:1][C:2]1[CH:3]=[C:4]([CH:9]([NH:20][C:21]([N:23]2[CH2:32][CH2:31][C:30]3[CH:29]=[N:28][C:27]([NH:33][CH:34]([CH3:36])[CH3:35])=[N:26][C:25]=3[CH2:24]2)=[O:22])[CH2:10][CH2:11][NH:12][CH3:13])[CH:5]=[CH:6][C:7]=1[Cl:8]. Given the reactants [Cl:1][C:2]1[CH:3]=[C:4]([CH:9]([NH:20][C:21]([N:23]2[CH2:32][CH2:31][C:30]3[CH:29]=[N:28][C:27]([NH:33][CH:34]([CH3:36])[CH3:35])=[N:26][C:25]=3[CH2:24]2)=[O:22])[CH2:10][CH2:11][NH:12][C:13](=O)OC(C)(C)C)[CH:5]=[CH:6][C:7]=1[Cl:8], predict the reaction product. (6) Given the reactants [CH3:1][O:2][C:3](=[O:20])[CH:4](P(O)(O)=O)[NH:5][C:6]([O:8][CH2:9][C:10]1[CH:15]=[CH:14][CH:13]=[CH:12][CH:11]=1)=[O:7].N12CCCN=C1CCCCC2.[CH:32]12[CH:38]([CH:39]=O)[CH:35]([CH2:36][CH2:37]1)[CH2:34][CH2:33]2, predict the reaction product. The product is: [CH3:1][O:2][C:3](=[O:20])[C:4]([NH:5][C:6]([O:8][CH2:9][C:10]1[CH:15]=[CH:14][CH:13]=[CH:12][CH:11]=1)=[O:7])=[CH:39][CH:38]1[CH:35]2[CH2:36][CH2:37][CH:32]1[CH2:33][CH2:34]2. (7) Given the reactants [CH2:1]([NH:8][C:9](=O)[CH2:10][CH2:11][C:12]([CH3:17])([N+:14]([O-:16])=[O:15])[CH3:13])[C:2]1[CH:7]=[CH:6][CH:5]=[CH:4][CH:3]=1.Cl, predict the reaction product. The product is: [CH2:1]([NH:8][CH2:9][CH2:10][CH2:11][C:12]([CH3:17])([N+:14]([O-:16])=[O:15])[CH3:13])[C:2]1[CH:7]=[CH:6][CH:5]=[CH:4][CH:3]=1. (8) Given the reactants [S:1]1[C:5]2[CH:6]=[CH:7][CH:8]=[CH:9][C:4]=2[N:3]=[C:2]1[CH2:10][NH:11][C:12]([C@@H:14]1[CH2:18][C@@H:17]([F:19])[CH2:16][N:15]1C(OC(C)(C)C)=O)=[O:13].O1CCOCC1.[ClH:33], predict the reaction product. The product is: [ClH:33].[S:1]1[C:5]2[CH:6]=[CH:7][CH:8]=[CH:9][C:4]=2[N:3]=[C:2]1[CH2:10][NH:11][C:12]([C@@H:14]1[CH2:18][C@@H:17]([F:19])[CH2:16][NH:15]1)=[O:13]. (9) Given the reactants [Br:1][C:2]1[CH:3]=[CH:4][C:5](Cl)=[N:6][CH:7]=1.[CH2:9]([SH:13])[CH2:10][CH2:11][CH3:12].C(=O)([O-])[O-].[Cs+].[Cs+].CN(C=O)C, predict the reaction product. The product is: [Br:1][C:2]1[CH:3]=[CH:4][C:5]([S:13][CH2:9][CH2:10][CH2:11][CH3:12])=[N:6][CH:7]=1.